Dataset: Experimentally validated miRNA-target interactions with 360,000+ pairs, plus equal number of negative samples. Task: Binary Classification. Given a miRNA mature sequence and a target amino acid sequence, predict their likelihood of interaction. (1) The miRNA is hsa-miR-6832-3p with sequence ACCCUUUUUCUCUUUCCCAG. The protein sequence of the target gene is MMAALYPSTDLSGVSSSSLPSSPSSSSPNEVMALKDVREVKEENTLNEKLFLLACDKGDYYMVKKILEENSSGDLNINCVDVLGRNAVTITIENESLDILQLLLDYGCQKLMERIQNPEYSTTMDVAPVILAAHRNNYEILTMLLKQDVALPKPHAVGCECTLCSAKNKKDSLRHSRFRLDIYRCLASPALIMLTEEDPILRAFELSADLKELSLVEVEFWNDYEELARQCKMFAKDLLAQARNSRELEVILNHTSSDEPLDKRGLLEERMNLSRLKLAIKYNQKEFVSQSNCQQFLNTV.... Result: 0 (no interaction). (2) The miRNA is hsa-miR-6509-5p with sequence AUUAGGUAGUGGCAGUGGAAC. The protein sequence of the target gene is MWTLGRRAVAGLLASPSPAQAQTLTRVPRPAELAPLCGRRGLRTDIDATCTPRRASSNQRGLNQIWNVKKQSVYLMNLRKSGTLGHPGSLDETTYERLAEETLDSLAEFFEDLADKPYTFEDYDVSFGSGVLTVKLGGDLGTYVINKQTPNKQIWLSSPSSGPKRYDWTGKNWVYSHDGVSLHELLAAELTKALKTKLDLSSLAYSGKDA. Result: 0 (no interaction). (3) The miRNA is hsa-miR-548p with sequence UAGCAAAAACUGCAGUUACUUU. The protein sequence of the target gene is MYSEIQRERADIGGLMARPEYREWNPELIKPKKLLNPVKASRSHQELHRELLMNHRRGLGVDSKPELQRVLEHRRRNQLIKKKKEELEAKRLQCPFEQELLRRQQRLNQLEKPPEKEEDHAPEFIKVRENLRRIATLTSEEREL. Result: 0 (no interaction). (4) The miRNA is hsa-miR-539-3p with sequence AUCAUACAAGGACAAUUUCUUU. The protein sequence of the target gene is MAATRYEPVAEIGVGAYGTVYKARDPHSGHFVALKSVRVPNGGAAGGGLPVSTVREVALLRRLEAFEHPNVVRLMDVCATSRTDRDIKVTLVFEHIDQDLRTYLDKAPPPGLPVETIKDLMRQFLSGLDFLHANCIVHRDLKPENILVTSNGTVKLADFGLARIYSYQMALTPVVVTLWYRAPEVLLQSTYATPVDMWSVGCIFAEMFRRKPLFCGNSEADQLGKIFDLIGLPPEDDWPREVSLPRGAFAPRGPRPVQSVVPEMEESGAQLLLEMLTFNPHKRISAFRALQHSYLHKEES.... Result: 0 (no interaction).